Task: Predict the reactants needed to synthesize the given product.. Dataset: Full USPTO retrosynthesis dataset with 1.9M reactions from patents (1976-2016) (1) Given the product [CH2:55]([P:1]([O:10][C:11]1[CH:16]=[CH:15][C:14]([P:17]([O:28][CH2:29][CH3:30])([CH2:19][P:20]([O:25][CH2:26][CH3:27])([O:22][CH2:23][CH3:24])=[O:21])=[O:18])=[CH:13][C:12]=1[C:31]([CH3:44])([CH3:43])[CH2:32][C:33]([O:35][CH2:36][C:37]1[CH:42]=[CH:41][CH:40]=[CH:39][CH:38]=1)=[O:34])([CH2:50][CH3:51])=[O:2])[CH3:57], predict the reactants needed to synthesize it. The reactants are: [P:1](Cl)(OCC)(OCC)=[O:2].[OH:10][C:11]1[CH:16]=[CH:15][C:14]([P:17]([O:28][CH2:29][CH3:30])([CH2:19][P:20]([O:25][CH2:26][CH3:27])([O:22][CH2:23][CH3:24])=[O:21])=[O:18])=[CH:13][C:12]=1[C:31]([CH3:44])([CH3:43])[CH2:32][C:33]([O:35][CH2:36][C:37]1[CH:42]=[CH:41][CH:40]=[CH:39][CH:38]=1)=[O:34].C(N([CH2:50][CH3:51])CC)C.CCO[C:55]([CH3:57])=O. (2) The reactants are: N#N.[Br:3][C:4]1[CH:9]=[CH:8][C:7]([CH2:10][C@@H:11]([NH:22]C(=O)OC(C)(C)C)[C:12]2[NH:16][C:15]3[CH:17]=[C:18]([F:21])[CH:19]=[CH:20][C:14]=3[N:13]=2)=[CH:6][CH:5]=1.[ClH:30]. Given the product [ClH:30].[ClH:30].[Br:3][C:4]1[CH:9]=[CH:8][C:7]([CH2:10][C@H:11]([C:12]2[NH:16][C:15]3[CH:17]=[C:18]([F:21])[CH:19]=[CH:20][C:14]=3[N:13]=2)[NH2:22])=[CH:6][CH:5]=1, predict the reactants needed to synthesize it. (3) Given the product [OH:27][CH:32]1[CH2:31][O:30][N:9]([C:10]([C:11]2[CH:18]=[CH:17][CH:16]=[CH:15][C:20]=2[C:22]([O:24][CH3:23])=[O:26])=[O:19])[CH2:13]1, predict the reactants needed to synthesize it. The reactants are: C(N(CC)CC)C.O[N:9]1[C:13](=O)C2=[CH:15][CH:16]=[CH:17][CH:18]=[C:11]2[C:10]1=[O:19].[CH2:20]([C@@H:22]1[O:24][CH2:23]1)Cl.C[OH:26].[O:27]1[CH2:32][CH2:31][O:30]CC1. (4) Given the product [N:21]([CH2:11][CH2:10][C:9]([CH3:18])([CH3:17])[CH2:8][CH2:7][O:6][Si:5]([C:1]([CH3:4])([CH3:3])[CH3:2])([CH3:20])[CH3:19])=[N+:22]=[N-:23], predict the reactants needed to synthesize it. The reactants are: [C:1]([Si:5]([CH3:20])([CH3:19])[O:6][CH2:7][CH2:8][C:9]([CH3:18])([CH3:17])[CH2:10][CH2:11]OS(C)(=O)=O)([CH3:4])([CH3:3])[CH3:2].[N-:21]=[N+:22]=[N-:23].[Na+].O. (5) Given the product [Cl:62][C:60]1[CH:59]=[CH:58][C:57]([O:63][CH3:64])=[C:56]([CH:61]=1)[CH2:55][C@@H:52]1[C:53](=[O:54])[N:47]([S:44]([C:41]2[CH:40]=[CH:36][C:35]([Cl:34])=[CH:43][CH:42]=2)(=[O:46])=[O:45])[C@H:48]([CH2:2][CH2:3][C:4]([O:6][CH3:7])=[O:5])[C:49](=[O:65])[NH:50][CH2:51]1, predict the reactants needed to synthesize it. The reactants are: Cl[C:2]1C=CC(S(N2C(=O)/C(=C/C3C=C(Cl)C=CC=3OC)/CNC(=O)C2)(=O)=O)=C[C:3]=1[C:4]([O:6][CH3:7])=[O:5].[Cl:34][C:35]1[CH:43]=[CH:42][C:41]([S:44]([N:47]2[C:53](=[O:54])/[C:52](=[CH:55]/[C:56]3[CH:61]=[C:60]([Cl:62])[CH:59]=[CH:58][C:57]=3[O:63][CH3:64])/[CH2:51][NH:50][C:49](=[O:65])[CH2:48]2)(=[O:46])=[O:45])=[CH:40][C:36]=1C(O)=O.ClC1C=CC(OC)=C(C=1)C[C@@H]1C(=O)N(S(C2C=CC(Cl)=CC=2)(=O)=O)[C@H](CCC(O)=O)C(=O)NC1. (6) Given the product [OH:7][CH:8]([CH2:9][N:4]1[CH:3]=[C:2]([I:1])[CH:6]=[N:5]1)[C:10]([O:12][CH3:13])=[O:11], predict the reactants needed to synthesize it. The reactants are: [I:1][C:2]1[CH:3]=[N:4][NH:5][CH:6]=1.[O:7]1[CH2:9][CH:8]1[C:10]([O:12][CH3:13])=[O:11].P([O-])([O-])([O-])=O.[K+].[K+].[K+]. (7) Given the product [F:20][C:21]1[CH:22]=[C:23]([CH:48]=[CH:49][C:50]=1[F:51])[C:24]([N:26]=[C:27]([NH:42][C@@H:43]([CH3:47])[CH2:44][O:45][CH3:46])[NH:28][C:29]1[C:37]2[C:32](=[CH:33][C:34]([C:38]([F:39])([F:40])[F:41])=[CH:35][CH:36]=2)[N:31]([C:17](=[O:19])[C@@H:13]([NH:12][C:5](=[O:6])[O:7][C:8]([CH3:9])([CH3:10])[CH3:11])[CH:14]([CH3:15])[CH3:16])[N:30]=1)=[O:25], predict the reactants needed to synthesize it. The reactants are: C(Cl)CCl.[C:5]([NH:12][C@H:13]([C:17]([OH:19])=O)[CH:14]([CH3:16])[CH3:15])([O:7][C:8]([CH3:11])([CH3:10])[CH3:9])=[O:6].[F:20][C:21]1[CH:22]=[C:23]([CH:48]=[CH:49][C:50]=1[F:51])[C:24]([N:26]=[C:27]([NH:42][C@@H:43]([CH3:47])[CH2:44][O:45][CH3:46])[NH:28][C:29]1[C:37]2[C:32](=[CH:33][C:34]([C:38]([F:41])([F:40])[F:39])=[CH:35][CH:36]=2)[NH:31][N:30]=1)=[O:25].